Dataset: Forward reaction prediction with 1.9M reactions from USPTO patents (1976-2016). Task: Predict the product of the given reaction. (1) Given the reactants [Br:1][C:2]1[CH:3]=[C:4]([CH:20]=[CH:21][C:22]=1[CH3:23])[C:5]([NH:7][C:8]1[CH:13]=[CH:12][C:11]([CH:14]=O)=[C:10]([C:16]([F:19])([F:18])[F:17])[CH:9]=1)=[O:6].[NH:24]1[CH2:28][CH2:27][CH2:26][CH2:25]1, predict the reaction product. The product is: [Br:1][C:2]1[CH:3]=[C:4]([CH:20]=[CH:21][C:22]=1[CH3:23])[C:5]([NH:7][C:8]1[CH:13]=[CH:12][C:11]([CH2:14][N:24]2[CH2:28][CH2:27][CH2:26][CH2:25]2)=[C:10]([C:16]([F:19])([F:18])[F:17])[CH:9]=1)=[O:6]. (2) Given the reactants Cl[C:2]1[C:9]([N+:10]([O-:12])=[O:11])=[CH:8][C:5]([C:6]#[N:7])=[CH:4][C:3]=1[N+:13]([O-:15])=[O:14].[NH2:16][C:17]1[CH:22]=[CH:21][CH:20]=[CH:19][CH:18]=1, predict the reaction product. The product is: [C:17]1([NH:16][C:2]2[C:9]([N+:10]([O-:12])=[O:11])=[CH:8][C:5]([C:6]#[N:7])=[CH:4][C:3]=2[N+:13]([O-:15])=[O:14])[CH:22]=[CH:21][CH:20]=[CH:19][CH:18]=1.